From a dataset of Full USPTO retrosynthesis dataset with 1.9M reactions from patents (1976-2016). Predict the reactants needed to synthesize the given product. (1) Given the product [Cl:19][C:20]1[CH:21]=[C:22]([NH:23][C:2]2[N:6]([CH2:7][C:8]3[CH:13]=[CH:12][C:11]([O:14][CH3:15])=[CH:10][CH:9]=3)[N:5]=[C:4]([N:16]([CH3:18])[CH3:17])[N:3]=2)[CH:24]=[C:25]([Cl:27])[CH:26]=1, predict the reactants needed to synthesize it. The reactants are: Br[C:2]1[N:6]([CH2:7][C:8]2[CH:13]=[CH:12][C:11]([O:14][CH3:15])=[CH:10][CH:9]=2)[N:5]=[C:4]([N:16]([CH3:18])[CH3:17])[N:3]=1.[Cl:19][C:20]1[CH:21]=[C:22]([CH:24]=[C:25]([Cl:27])[CH:26]=1)[NH2:23].CC([O-])(C)C.[Na+]. (2) Given the product [F:10][C:9]([F:12])([F:11])[C:7]1[CH:6]=[C:5]([C:13]2[N:17]=[CH:16][N:15]([CH2:18][C:19](=[CH2:23])[C:20]([NH:27][NH:26][C:28]3[CH:33]=[N:32][CH:31]=[CH:30][N:29]=3)=[O:22])[N:14]=2)[CH:4]=[C:3]([C:2]([F:24])([F:25])[F:1])[CH:8]=1, predict the reactants needed to synthesize it. The reactants are: [F:1][C:2]([F:25])([F:24])[C:3]1[CH:4]=[C:5]([C:13]2[N:17]=[CH:16][N:15]([CH2:18][C:19](=[CH2:23])[C:20]([OH:22])=O)[N:14]=2)[CH:6]=[C:7]([C:9]([F:12])([F:11])[F:10])[CH:8]=1.[NH:26]([C:28]1[CH:33]=[N:32][CH:31]=[CH:30][N:29]=1)[NH2:27].C(P1(=O)OP(CCC)(=O)OP(CCC)(=O)O1)CC.CCN(C(C)C)C(C)C. (3) Given the product [F:1][C:2]1[CH:7]=[CH:6][C:5]([O:8][C:10]2[C:19]3[C:14](=[CH:15][CH:16]=[C:17]([O:20][CH3:21])[CH:18]=3)[CH:13]=[C:12]([NH:22][C:23]3[CH:27]=[C:26]([CH3:28])[NH:25][N:24]=3)[N:11]=2)=[CH:4][CH:3]=1, predict the reactants needed to synthesize it. The reactants are: [F:1][C:2]1[CH:7]=[CH:6][C:5]([OH:8])=[CH:4][CH:3]=1.Cl[C:10]1[C:19]2[C:14](=[CH:15][CH:16]=[C:17]([O:20][CH3:21])[CH:18]=2)[CH:13]=[C:12]([NH:22][C:23]2[CH:27]=[C:26]([CH3:28])[NH:25][N:24]=2)[N:11]=1. (4) Given the product [NH2:1][C@H:2]([C:7]([O-:9])=[O:8])[CH2:3][C:4]([O-:6])=[O:5].[Na+:10].[Na+:10].[C:17]1(=[O:18])[NH:20][C:14](=[O:15])[CH2:13][CH2:12]1, predict the reactants needed to synthesize it. The reactants are: [NH2:1][C@H:2]([C:7]([O-:9])=[O:8])[CH2:3][C:4]([OH:6])=[O:5].[Na+:10].N[C@H:12]([C:17]([O-])=[O:18])[CH2:13][C:14](O)=[O:15].[NH4+:20]. (5) Given the product [ClH:43].[CH3:1][N:2]1[C:10]2[CH:9]=[C:8]([N:11]3[CH:16]=[CH:15][C:14]([C:17]4[CH:22]=[CH:21][C:20]([C:23]([F:24])([F:25])[F:26])=[CH:19][N:18]=4)=[CH:13][C:12]3=[O:27])[CH:7]=[CH:6][C:5]=2[C:4]2[CH2:28][NH:29][CH2:30][CH2:31][CH2:32][C:3]1=2, predict the reactants needed to synthesize it. The reactants are: [CH3:1][N:2]1[C:10]2[CH:9]=[C:8]([N:11]3[CH:16]=[CH:15][C:14]([C:17]4[CH:22]=[CH:21][C:20]([C:23]([F:26])([F:25])[F:24])=[CH:19][N:18]=4)=[CH:13][C:12]3=[O:27])[CH:7]=[CH:6][C:5]=2[C:4]2[CH2:28][N:29](C(OC(C)(C)C)=O)[CH2:30][CH2:31][CH2:32][C:3]1=2.CO.C(Cl)[Cl:43].Cl. (6) Given the product [Cl:15][C:16]1[CH:32]=[CH:31][C:19]([NH:20][C:21](=[O:22])[C:25]2[CH:30]=[CH:29][CH:28]=[CH:27][CH:26]=2)=[C:18]([C:23](=[O:24])[C:3]2[C:4]([O:8][CH3:9])=[CH:5][CH:6]=[CH:7][C:2]=2[F:1])[CH:17]=1, predict the reactants needed to synthesize it. The reactants are: [F:1][C:2]1[CH:7]=[CH:6][CH:5]=[C:4]([O:8][CH3:9])[CH:3]=1.C([Li])CCC.[Cl:15][C:16]1[CH:32]=[CH:31][C:19]2[N:20]=[C:21]([C:25]3[CH:30]=[CH:29][CH:28]=[CH:27][CH:26]=3)[O:22][C:23](=[O:24])[C:18]=2[CH:17]=1.Cl. (7) Given the product [CH3:30][C:29]([C:26]1[CH:27]=[CH:28][C:23]([O:22][CH2:21][CH2:20][CH2:19][N:13]2[CH2:12][CH2:11][CH:10]([C:7]3[C:6]4[CH:16]=[CH:17][C:3]([F:2])=[CH:4][C:5]=4[O:9][N:8]=3)[CH2:15][CH2:14]2)=[C:24]([O:48][CH3:49])[CH:25]=1)=[O:51], predict the reactants needed to synthesize it. The reactants are: Cl.[F:2][C:3]1[CH:17]=[CH:16][C:6]2[C:7]([CH:10]3[CH2:15][CH2:14][NH:13][CH2:12][CH2:11]3)=[N:8][O:9][C:5]=2[CH:4]=1.Cl[CH2:19][CH2:20][CH2:21][O:22][C:23]1[CH:28]=[CH:27][C:26]([CH:29]([C:30]([CH:29]([C:26]2[CH:27]=[CH:28][C:23]([O:22][CH2:21][CH2:20][CH2:19]Cl)=[C:24]([O:48][CH3:49])[CH:25]=2)C)=O)[CH3:30])=[CH:25][C:24]=1[O:48][CH3:49].C(=O)([O-])[O-:51].[K+].[K+].